From a dataset of Reaction yield outcomes from USPTO patents with 853,638 reactions. Predict the reaction yield, written as a fraction of the theoretical maximum amount of product (1.0 means a 100% yield; for example, 0.34 means a 34% yield). (1) The reactants are [F:1][C:2]1[CH:25]=[C:24]([N+:26]([O-:28])=[O:27])[CH:23]=[CH:22][C:3]=1[O:4][C:5]1[CH:10]=[CH:9][N:8]=[C:7]2[CH:11]=[C:12]([C:14]3[N:15]([CH3:21])[C:16]([CH:19]=O)=[CH:17][N:18]=3)[S:13][C:6]=12.[CH3:29][O:30][CH2:31][CH2:32][NH2:33].C(O)(=O)C.C(O[BH-](OC(=O)C)OC(=O)C)(=O)C.[Na+]. The catalyst is C(Cl)Cl. The product is [F:1][C:2]1[CH:25]=[C:24]([N+:26]([O-:28])=[O:27])[CH:23]=[CH:22][C:3]=1[O:4][C:5]1[CH:10]=[CH:9][N:8]=[C:7]2[CH:11]=[C:12]([C:14]3[N:15]([CH3:21])[C:16]([CH2:19][NH:33][CH2:32][CH2:31][O:30][CH3:29])=[CH:17][N:18]=3)[S:13][C:6]=12. The yield is 1.00. (2) The reactants are [Br:1][C:2]1[CH:7]=[CH:6][C:5]([C@@H:8]([NH2:10])[CH3:9])=[CH:4][CH:3]=1.C([O-])([O-])=O.[K+].[K+].Cl[CH2:18][CH2:19][C:20]([C:22]1[CH:27]=[CH:26][C:25]([F:28])=[CH:24][CH:23]=1)=[O:21]. The catalyst is CC#N. The product is [Br:1][C:2]1[CH:7]=[CH:6][C:5]([C@@H:8]([NH:10][CH2:18][CH2:19][C:20]([C:22]2[CH:23]=[CH:24][C:25]([F:28])=[CH:26][CH:27]=2)=[O:21])[CH3:9])=[CH:4][CH:3]=1. The yield is 0.860.